This data is from Experimentally validated miRNA-target interactions with 360,000+ pairs, plus equal number of negative samples. The task is: Binary Classification. Given a miRNA mature sequence and a target amino acid sequence, predict their likelihood of interaction. (1) The miRNA is hsa-miR-6074 with sequence GAUAUUCAGAGGCUAGGUGG. The protein sequence of the target gene is MKLAFLFLGPMALLLLAGYGCVLGASSGNLRTFVGCAVREFTFLAKKPGCRGLRITTDACWGRCETWEKPILEPPYIEAHHRVCTYNETKQVTVKLPNCAPGVDPFYTYPVAIRCDCGACSTATTECETI. Result: 0 (no interaction). (2) The miRNA is mmu-miR-26a-5p with sequence UUCAAGUAAUCCAGGAUAGGCU. The protein sequence of the target gene is MNGGAERAMRSLPSLGGLALLCCAAAAAASTASAGNVTGGGGAEGQVVPSPSPGLRDQASSPFPKTAAPTAQAPRTGPPRTTVRKTGATTPSAGSPEIIPPLRTSAQPAATPFPALDLSPATPSEDGHTPTTESPPSRPAPTTLASTVGQPPTTSVVTTAQASSTPGTPTAESPDRSSNSSGVPPTAPVTEAPTSPPPEHMCNCSEVGSLDVKRCNQTTGQCDCHVGYQGLHCDTCKEGFYLNHTVGLCLPCHCSPHGAVSILCNSSGNCQCKVGVTGSMCDKCQDGHYGFGKTGCLPCQ.... Result: 1 (interaction). (3) The miRNA is hsa-miR-181d-5p with sequence AACAUUCAUUGUUGUCGGUGGGU. The protein sequence of the target gene is MVAKPPVMSFHFAQDLWPEQNIKDSFQKVTLRRYGKCEYENLQLRKGCKHVDECTGHKGGHNTVNQCLTATPSKIFQCNKYVKVFDKFSNSNRYKRRHTGNKHFKCKECSKSFCVLSQLTQHRRIHTRVNSYKCEECGKAFNWFSTLTKHKRIHTGEKPYKCEECGKAFNQSSQLTRHKIIHTEEKPNKCEECGKAFKQASHLTIHKIIHTGEKPYKYEECGKVFSQSSHLTTQKILHTGENLYKCKECGKAFNLFSNLTNHKRIHAGEKPYKCKECGRAFNISSNLNKQEKIHTGGKLN.... Result: 1 (interaction). (4) The miRNA is mmu-miR-467f with sequence AUAUACACACACACACCUACA. The protein sequence of the target gene is MSTPSRFKKDKEIIAEYESQVKEIRAQLVEQQKCLEQQTEMRVQLLQDLQDFFRKKAEIETEYSRNLEKLAERFMAKTRSTKDHQQFKKDQNLLSPVNCWYLLLNQVRRESKDHATLSDIYLNNVIMRFMQISEDSTRMFKKSKEIAFQLHEDLMKVLNELYTVMKTYHMYHSESISAESKLKEAEKQEEKQIGRSGDPVFHIRLEERHQRRSSVKKIEKMKEKRQAKYSENKLKSIKARNEYLLTLEATNASVFKYYIHDLSDLIDCCDLGYHASLNRALRTYLSAEYNLETSRHEGLD.... Result: 0 (no interaction). (5) The miRNA is cel-miR-247-3p with sequence UGACUAGAGCCUAUUCUCUUCU. The protein sequence of the target gene is MMLSWKQLILLSFIGCLAGELLLQGPVFIKEPSNSIFPVDSEDKKITLNCEARGNPSPHYRWQLNGSDIDTSLDHRYKLNGGNLIVINPNRNWDTGSYQCFATNSLGTIVSREAKLQFAYLENFKTRMRSTVSVREGQGVVLLCGPPPHSGELSYAWVFNEYPSFVEEDSRRFVSQETGHLYIAKVEPSDVGNYTCVVTSTVTNTRVLGSPTPLVLRSDGVMGEYEPKIEVQFPETLPAAKGSTVRLECFALGNPVPQINWRRSDGMPFPNKIKLRKFNGMLEIQNFQQEDTGSYECIAE.... Result: 0 (no interaction). (6) The miRNA is hsa-miR-124-5p with sequence CGUGUUCACAGCGGACCUUGAU. The protein sequence of the target gene is MWLSPSLLLLILPGYSIAAKITGPTTVNGSEQGSLTVQCAYGSGWETYLKWRCQGADWNYCNILVKTNGSEQEVKKNRVSIRDNQKNHVFTVTMENLKRDDADSYWCGTERPGIDLGVKVQVTINPGTQTAVSEWTTTTASLAFTAAATQKTSSPLTRSPLKSTHFLFLFLLELPLLLSMLGTVLWVNRPQRRS. Result: 0 (no interaction).